This data is from Forward reaction prediction with 1.9M reactions from USPTO patents (1976-2016). The task is: Predict the product of the given reaction. (1) Given the reactants [F:1][C:2]1[CH:15]=[CH:14][CH:13]=[C:12]([F:16])[C:3]=1[C:4]([NH:6][C:7]1[CH:8]=[N:9][NH:10][CH:11]=1)=[O:5].ClC1C=CC=C(Cl)C=1C(NC1C=NN(CC2C=CC(Cl)=CC=2Cl)C=1)=O.[I-].[Na+].C(=O)([O-])[O-].[K+].[K+].Br[CH2:51][C:52]1[CH:57]=[C:56]([Cl:58])[CH:55]=[CH:54][C:53]=1[O:59][CH2:60][C:61]1[CH:66]=[CH:65][CH:64]=[CH:63][CH:62]=1, predict the reaction product. The product is: [Cl:58][C:56]1[CH:55]=[CH:54][C:53]([O:59][CH2:60][C:61]2[CH:62]=[CH:63][CH:64]=[CH:65][CH:66]=2)=[C:52]([CH2:51][N:10]2[CH:11]=[C:7]([NH:6][C:4](=[O:5])[C:3]3[C:2]([F:1])=[CH:15][CH:14]=[CH:13][C:12]=3[F:16])[CH:8]=[N:9]2)[CH:57]=1. (2) Given the reactants [CH2:1]([S:8]([N:11]1[CH:15]=[CH:14][C:13]([NH2:16])=[CH:12]1)(=[O:10])=[O:9])[C:2]1[CH:7]=[CH:6][CH:5]=[CH:4][CH:3]=1.C(N(CC)CC)C.Cl.[N:25]1[CH:30]=[CH:29][CH:28]=[CH:27][C:26]=1[C:31](Cl)=[O:32], predict the reaction product. The product is: [CH2:1]([S:8]([N:11]1[CH:15]=[CH:14][C:13]([NH:16][C:31](=[O:32])[C:26]2[CH:27]=[CH:28][CH:29]=[CH:30][N:25]=2)=[CH:12]1)(=[O:10])=[O:9])[C:2]1[CH:7]=[CH:6][CH:5]=[CH:4][CH:3]=1.